Dataset: Forward reaction prediction with 1.9M reactions from USPTO patents (1976-2016). Task: Predict the product of the given reaction. (1) Given the reactants [Br:1][C:2]1[CH:3]=[CH:4][C:5]2[C:6](=[CH:8][N:9]([CH2:11][C:12](=[O:14])[CH3:13])[N:10]=2)[N:7]=1.ClCC(=O)C.C(=O)([O-])[O-].[K+].[K+].[Br:26][C:27]1[N:32]=[C:31]2[CH:33]=[N:34][NH:35][C:30]2=[CH:29][CH:28]=1.[NH2:36]C1C(C)=NC(Br)=CC=1.[Br:45][C:46]1[N:51]=[C:50]([CH3:52])[C:49]([N+:53]([O-])=O)=[CH:48][CH:47]=1, predict the reaction product. The product is: [NH2:36][C:12]([CH3:13])([CH2:11][N:9]1[CH:8]=[C:6]2[N:7]=[C:2]([Br:1])[CH:3]=[CH:4][C:5]2=[N:10]1)[C:31]#[N:32].[Br:1][C:2]1[CH:3]=[CH:4][C:5]2[C:6](=[CH:8][N:9]([CH2:11][C:12](=[O:14])[CH3:13])[N:10]=2)[N:7]=1.[Br:26][C:27]1[N:32]=[C:31]2[CH:33]=[N:34][NH:35][C:30]2=[CH:29][CH:28]=1.[NH2:53][C:49]1[C:50]([CH3:52])=[N:51][C:46]([Br:45])=[CH:47][CH:48]=1. (2) The product is: [OH:13][C:14]([CH3:52])([CH3:53])[CH:15]([CH3:51])[O:16][C@H:17]1[CH2:22][CH2:21][C@H:20]([N:23]2[C:28](=[O:29])[C:27]([CH2:30][C:31]3[CH:36]=[CH:35][C:34]([C:37]4[CH:42]=[CH:41][CH:40]=[CH:39][C:38]=4[C:43]4[NH:3][C:4](=[O:7])[O:5][N:44]=4)=[CH:33][CH:32]=3)=[C:26]([CH2:45][CH2:46][CH3:47])[N:25]3[N:48]=[CH:49][N:50]=[C:24]23)[CH2:19][CH2:18]1. Given the reactants [Cl-].O[NH3+:3].[C:4](=[O:7])([O-])[OH:5].[Na+].CS(C)=O.[OH:13][C:14]([CH3:53])([CH3:52])[CH:15]([CH3:51])[O:16][C@H:17]1[CH2:22][CH2:21][C@H:20]([N:23]2[C:28](=[O:29])[C:27]([CH2:30][C:31]3[CH:36]=[CH:35][C:34]([C:37]4[C:38]([C:43]#[N:44])=[CH:39][CH:40]=[CH:41][CH:42]=4)=[CH:33][CH:32]=3)=[C:26]([CH2:45][CH2:46][CH3:47])[N:25]3[N:48]=[CH:49][N:50]=[C:24]23)[CH2:19][CH2:18]1, predict the reaction product. (3) Given the reactants [CH2:1]([NH2:4])[CH2:2][CH3:3].[Cl:5][C:6]1[N:11]=[C:10](Cl)[N:9]=[C:8]([NH:13][O:14][C:15]2[CH:20]=[CH:19][C:18]([F:21])=[CH:17][CH:16]=2)[N:7]=1, predict the reaction product. The product is: [Cl:5][C:6]1[N:11]=[C:10]([NH:4][CH2:1][CH2:2][CH3:3])[N:9]=[C:8]([NH:13][O:14][C:15]2[CH:16]=[CH:17][C:18]([F:21])=[CH:19][CH:20]=2)[N:7]=1.